From a dataset of Reaction yield outcomes from USPTO patents with 853,638 reactions. Predict the reaction yield, written as a fraction of the theoretical maximum amount of product (1.0 means a 100% yield; for example, 0.34 means a 34% yield). (1) The catalyst is CCOCC. The yield is 0.800. The product is [CH2:27]([O:26][C:22]1[CH:23]=[C:24]2[C:19](=[CH:20][C:21]=1[O:37][CH2:38][CH2:39][CH2:40][CH2:41][CH2:42][CH2:43][CH2:44][CH2:45][CH2:46][CH3:47])[C:18]1[C:13](=[CH:14][C:15]([O:59][CH2:60][CH2:61][CH2:62][CH2:63][CH2:64][CH2:65][CH2:66][CH2:67][CH2:68][CH3:69])=[C:16]([O:48][CH2:49][CH2:50][CH2:51][CH2:52][CH2:53][CH2:54][CH2:55][CH2:56][CH2:57][CH3:58])[CH:17]=1)[C:12]1[C:11](=[O:70])[CH:10]=[CH:9][C:8](=[O:7])[C:25]2=1)[CH2:28][CH2:29][CH2:30][CH2:31][CH2:32][CH2:33][CH2:34][CH2:35][CH3:36]. The reactants are C1COCC1.C[O:7][C:8]1[C:25]2[C:24]3[C:19](=[CH:20][C:21]([O:37][CH2:38][CH2:39][CH2:40][CH2:41][CH2:42][CH2:43][CH2:44][CH2:45][CH2:46][CH3:47])=[C:22]([O:26][CH2:27][CH2:28][CH2:29][CH2:30][CH2:31][CH2:32][CH2:33][CH2:34][CH2:35][CH3:36])[CH:23]=3)[C:18]3[C:13](=[CH:14][C:15]([O:59][CH2:60][CH2:61][CH2:62][CH2:63][CH2:64][CH2:65][CH2:66][CH2:67][CH2:68][CH3:69])=[C:16]([O:48][CH2:49][CH2:50][CH2:51][CH2:52][CH2:53][CH2:54][CH2:55][CH2:56][CH2:57][CH3:58])[CH:17]=3)[C:12]=2[C:11]([O:70]C)=[CH:10][CH:9]=1. (2) The reactants are CS(Cl)(=O)=O.[CH3:6][N:7]([CH3:37])[C:8]([C:10]1[CH:15]=[CH:14][C:13]([C:16]2[N:21]=[C:20]3[O:22][C:23]4[C:28]([CH:29]([CH:30]([CH2:35]O)[C:31]([O:33][CH3:34])=[O:32])[C:19]3=[CH:18][CH:17]=2)=[CH:27][CH:26]=[CH:25][CH:24]=4)=[CH:12][CH:11]=1)=[O:9].C1CCN2C(=NCCC2)CC1.C([O-])(O)=O.[Na+]. The catalyst is CN(C1C=CN=CC=1)C.C(Cl)Cl.C(OCC)(=O)C. The product is [CH3:37][N:7]([CH3:6])[C:8]([C:10]1[CH:11]=[CH:12][C:13]([C:16]2[N:21]=[C:20]3[O:22][C:23]4[C:28]([CH:29]([C:30](=[CH2:35])[C:31]([O:33][CH3:34])=[O:32])[C:19]3=[CH:18][CH:17]=2)=[CH:27][CH:26]=[CH:25][CH:24]=4)=[CH:14][CH:15]=1)=[O:9]. The yield is 0.590. (3) The reactants are C[Si]([N-][Si](C)(C)C)(C)C.[K+].C1C[O:14]CC1.[CH2:16]([O:18][C:19](=[O:37])[CH2:20][C:21]1[C:22]([CH3:36])=[N:23][C:24]2[N:25]([N:28]=[C:29]([C:31]([O:33][CH2:34][CH3:35])=[O:32])[CH:30]=2)[C:26]=1[I:27])[CH3:17].C1(C2ON2S(C2C=CC=CC=2)(=O)=O)C=CC=CC=1. The catalyst is C1COCC1. The product is [CH2:16]([O:18][C:19](=[O:37])[CH:20]([C:21]1[C:22]([CH3:36])=[N:23][C:24]2[N:25]([N:28]=[C:29]([C:31]([O:33][CH2:34][CH3:35])=[O:32])[CH:30]=2)[C:26]=1[I:27])[OH:14])[CH3:17]. The yield is 0.622. (4) The reactants are [CH:1]([C:3]1[CH:4]=[C:5]([CH:10]=[CH:11][CH:12]=1)[C:6]([O:8][CH3:9])=[O:7])=O.[O:13]1[CH2:18][CH2:17][CH:16]([NH2:19])[CH2:15][CH2:14]1.CC(O)=O.[BH3-]C#N.[Na+]. The catalyst is CO. The product is [O:13]1[CH2:18][CH2:17][CH:16]([NH:19][CH2:1][C:3]2[CH:4]=[C:5]([CH:10]=[CH:11][CH:12]=2)[C:6]([O:8][CH3:9])=[O:7])[CH2:15][CH2:14]1. The yield is 0.670. (5) The reactants are [CH2:1]([O:3][C:4](=[O:22])[CH2:5][O:6][C:7]1[CH:12]=[CH:11][C:10]([Br:13])=[CH:9][C:8]=1[CH:14]([OH:21])[C:15]#[C:16][Si:17]([CH3:20])([CH3:19])[CH3:18])[CH3:2]. The catalyst is C(Cl)Cl.O=[Mn]=O. The product is [CH2:1]([O:3][C:4](=[O:22])[CH2:5][O:6][C:7]1[CH:12]=[CH:11][C:10]([Br:13])=[CH:9][C:8]=1[C:14](=[O:21])[C:15]#[C:16][Si:17]([CH3:20])([CH3:19])[CH3:18])[CH3:2]. The yield is 0.870. (6) The reactants are [F:1][CH:2]([F:23])[O:3][C:4]1[C:5]([OH:22])=[C:6]([C:12]2[CH:13]=[C:14]3[C:18](=[CH:19][CH:20]=2)[C:17](=[O:21])[O:16][CH2:15]3)[CH:7]=[CH:8][C:9]=1[O:10][CH3:11].C(=O)([O-])[O-].[K+].[K+].Br[CH2:31][C:32]1([CH2:36][OH:37])[CH2:35][O:34][CH2:33]1. The catalyst is C(#N)C. The product is [F:23][CH:2]([F:1])[O:3][C:4]1[C:5]([O:22][CH2:31][C:32]2([CH2:36][OH:37])[CH2:35][O:34][CH2:33]2)=[C:6]([C:12]2[CH:13]=[C:14]3[C:18](=[CH:19][CH:20]=2)[C:17](=[O:21])[O:16][CH2:15]3)[CH:7]=[CH:8][C:9]=1[O:10][CH3:11]. The yield is 0.190. (7) The yield is 0.920. The product is [CH2:1]([O:3][C:4]([C:6]1[CH:7]=[N:8][N:9]([C:11]2[NH:15][C:14]3[CH:22]=[C:23]([S:27]([CH:30]([CH3:31])[CH3:32])(=[O:29])=[O:28])[C:24]([Cl:26])=[CH:25][C:13]=3[N:12]=2)[CH:10]=1)=[O:5])[CH3:2]. The catalyst is C(O)C.O1CCOCC1. The reactants are [CH2:1]([O:3][C:4]([C:6]1[CH:7]=[N:8][N:9]([C:11]2[N:15](COCCOC)[C:14]3[CH:22]=[C:23]([S:27]([CH:30]([CH3:32])[CH3:31])(=[O:29])=[O:28])[C:24]([Cl:26])=[CH:25][C:13]=3[N:12]=2)[CH:10]=1)=[O:5])[CH3:2].Cl.C(OCC)C. (8) The reactants are [F:1][C:2]([F:40])([F:39])[CH:3]([C:30]1[CH:35]=[C:34]([Cl:36])[C:33]([Cl:37])=[C:32]([Cl:38])[CH:31]=1)/[CH:4]=[CH:5]/[C:6]1[CH:25]=[CH:24][C:9]([C:10]([NH:12][C:13]2([C:16](=O)[NH:17][CH2:18][C:19]([F:22])([F:21])[F:20])[CH2:15][CH2:14]2)=[O:11])=[C:8]([C:26]([F:29])([F:28])[F:27])[CH:7]=1.P12(SP3(SP(SP(S3)(S1)=S)(=S)S2)=S)=[S:42].C[Si](C)(C)O[Si](C)(C)C. The catalyst is C(Cl)Cl. The product is [F:1][C:2]([F:40])([F:39])[CH:3]([C:30]1[CH:35]=[C:34]([Cl:36])[C:33]([Cl:37])=[C:32]([Cl:38])[CH:31]=1)/[CH:4]=[CH:5]/[C:6]1[CH:25]=[CH:24][C:9]([C:10]([NH:12][C:13]2([C:16](=[S:42])[NH:17][CH2:18][C:19]([F:22])([F:21])[F:20])[CH2:15][CH2:14]2)=[O:11])=[C:8]([C:26]([F:29])([F:28])[F:27])[CH:7]=1. The yield is 0.180.